This data is from Forward reaction prediction with 1.9M reactions from USPTO patents (1976-2016). The task is: Predict the product of the given reaction. (1) Given the reactants [N+:1]([C:4]1[CH:5]=[C:6]2[C:11](=[N:12][CH:13]=1)[NH:10][CH:9]=[C:8]([C:14]#[N:15])[C:7]2=O)([O-:3])=[O:2].P(Cl)(Cl)([Cl:19])=O, predict the reaction product. The product is: [Cl:19][C:7]1[C:6]2[C:11](=[N:12][CH:13]=[C:4]([N+:1]([O-:3])=[O:2])[CH:5]=2)[N:10]=[CH:9][C:8]=1[C:14]#[N:15]. (2) The product is: [N:4]1[C:5]2[C:10](=[CH:9][CH:8]=[CH:7][CH:6]=2)[CH:11]=[CH:12][C:3]=1[NH:1][N:2]=[CH:16][C:15]1[CH:18]=[CH:19][C:20]([OH:22])=[CH:21][C:14]=1[OH:13]. Given the reactants [NH:1]([C:3]1[CH:12]=[CH:11][C:10]2[C:5](=[CH:6][CH:7]=[CH:8][CH:9]=2)[N:4]=1)[NH2:2].[OH:13][C:14]1[CH:21]=[C:20]([OH:22])[CH:19]=[CH:18][C:15]=1[CH:16]=O, predict the reaction product. (3) Given the reactants [Br:1][C:2]1[CH:7]=[CH:6][C:5]([O:8][CH3:9])=[C:4]([OH:10])[C:3]=1[OH:11].C([O-])([O-])=O.[K+].[K+].Br[CH2:19][CH2:20]Br, predict the reaction product. The product is: [Br:1][C:2]1[C:3]2[O:11][CH2:20][CH2:19][O:10][C:4]=2[C:5]([O:8][CH3:9])=[CH:6][CH:7]=1. (4) The product is: [C:1]([N:4]1[C:13]2[C:8](=[CH:9][C:10]([C:14]([NH:60][CH2:59][CH2:58][S:55]([CH3:54])(=[O:57])=[O:56])=[O:15])=[CH:11][CH:12]=2)[C@H:7]([NH:17][C:18]2[CH:23]=[CH:22][CH:21]=[C:20]([CH3:24])[N:19]=2)[C@@H:6]([CH3:25])[C@@H:5]1[CH:26]1[CH2:28][CH2:27]1)(=[O:3])[CH3:2]. Given the reactants [C:1]([N:4]1[C:13]2[C:8](=[CH:9][C:10]([C:14](O)=[O:15])=[CH:11][CH:12]=2)[C@H:7]([NH:17][C:18]2[CH:23]=[CH:22][CH:21]=[C:20]([CH3:24])[N:19]=2)[C@@H:6]([CH3:25])[C@@H:5]1[CH:26]1[CH2:28][CH2:27]1)(=[O:3])[CH3:2].CN(C(ON1N=NC2C=CC=NC1=2)=[N+](C)C)C.F[P-](F)(F)(F)(F)F.Cl.[CH3:54][S:55]([CH2:58][CH2:59][NH2:60])(=[O:57])=[O:56].CCN(C(C)C)C(C)C, predict the reaction product. (5) Given the reactants [CH2:1]([NH:3][C:4]([CH:6]1[CH2:9][C:8]([C:11]2[CH:16]=[CH:15][C:14]([CH2:17][N:18]3[CH2:22][CH2:21][CH2:20][CH2:19]3)=[C:13]([F:23])[CH:12]=2)(O)[CH2:7]1)=[O:5])[CH3:2].C(O)(C(F)(F)F)=O, predict the reaction product. The product is: [CH2:1]([NH:3][C:4]([CH:6]1[CH2:7][CH:8]([C:11]2[CH:16]=[CH:15][C:14]([CH2:17][N:18]3[CH2:22][CH2:21][CH2:20][CH2:19]3)=[C:13]([F:23])[CH:12]=2)[CH2:9]1)=[O:5])[CH3:2]. (6) Given the reactants [C:1]1([N:7]2[CH2:11][CH2:10][CH2:9][CH2:8]2)[CH:6]=[CH:5][CH:4]=[CH:3][CH:2]=1.[S:12]([Cl:16])(=O)(=[O:14])[OH:13], predict the reaction product. The product is: [N:7]1([C:1]2[CH:6]=[C:5]([S:12]([Cl:16])(=[O:14])=[O:13])[CH:4]=[CH:3][CH:2]=2)[CH2:11][CH2:10][CH2:9][CH2:8]1. (7) Given the reactants [CH:1]12[CH2:7][CH:4]([CH:5]=[CH:6]1)[CH2:3][CH:2]2[NH:8][C:9]([NH:11][NH2:12])=[S:10].[N:13]1[CH:18]=[CH:17][CH:16]=[CH:15][C:14]=1[C:19](O)=[O:20].C(N=C=NCCCN(C)C)C, predict the reaction product. The product is: [CH:1]12[CH2:7][CH:4]([CH:5]=[CH:6]1)[CH2:3][CH:2]2[NH:8][C:9](=[S:10])[NH:11][NH:12][C:19]([C:14]1[CH:15]=[CH:16][CH:17]=[CH:18][N:13]=1)=[O:20]. (8) Given the reactants [CH3:1][C:2]1[CH:13]=[CH:12][C:5]([CH2:6][N:7]2[CH:11]=[N:10][CH:9]=[N:8]2)=[CH:4][CH:3]=1.[CH:14](=[O:18])[CH:15]([CH3:17])[CH3:16], predict the reaction product. The product is: [CH3:16][CH:15]([CH3:17])[CH:14]([C:11]1[N:7]([CH2:6][C:5]2[CH:4]=[CH:3][C:2]([CH3:1])=[CH:13][CH:12]=2)[N:8]=[CH:9][N:10]=1)[OH:18]. (9) Given the reactants [OH-].[Na+].[Cl:3][C:4]1[C:9]([C:10]2[N:14]=[C:13]([C:15]3[CH:16]=[N:17][C:18]([O:22][CH:23]([CH3:25])[CH3:24])=[C:19]([Cl:21])[CH:20]=3)[O:12][N:11]=2)=[CH:8][CH:7]=[CH:6][C:5]=1[CH2:26][CH2:27][CH2:28][C:29]([O:31]CC)=[O:30].Cl, predict the reaction product. The product is: [Cl:3][C:4]1[C:9]([C:10]2[N:14]=[C:13]([C:15]3[CH:16]=[N:17][C:18]([O:22][CH:23]([CH3:24])[CH3:25])=[C:19]([Cl:21])[CH:20]=3)[O:12][N:11]=2)=[CH:8][CH:7]=[CH:6][C:5]=1[CH2:26][CH2:27][CH2:28][C:29]([OH:31])=[O:30]. (10) Given the reactants [OH:1][CH2:2][C:3]1[CH:10]=[CH:9][C:6]([C:7]#[N:8])=[CH:5][CH:4]=1.Cl[C:12]1[CH:23]=[C:16]2[N:17]([CH3:22])[C@@H:18]([CH3:21])[CH2:19][CH2:20][N:15]2[C:14](=[O:24])[N:13]=1, predict the reaction product. The product is: [CH3:22][N:17]1[C@@H:18]([CH3:21])[CH2:19][CH2:20][N:15]2[C:14](=[O:24])[N:13]=[C:12]([O:1][CH2:2][C:3]3[CH:10]=[CH:9][C:6]([C:7]#[N:8])=[CH:5][CH:4]=3)[CH:23]=[C:16]12.